Dataset: Peptide-MHC class I binding affinity with 185,985 pairs from IEDB/IMGT. Task: Regression. Given a peptide amino acid sequence and an MHC pseudo amino acid sequence, predict their binding affinity value. This is MHC class I binding data. (1) The MHC is HLA-A30:02 with pseudo-sequence HLA-A30:02. The binding affinity (normalized) is 0.0345. The peptide sequence is IVTDSQYAL. (2) The peptide sequence is FRELNRVTQDF. The MHC is HLA-B27:05 with pseudo-sequence HLA-B27:05. The binding affinity (normalized) is 0.211. (3) The peptide sequence is RQMKSGGRF. The MHC is HLA-A02:03 with pseudo-sequence HLA-A02:03. The binding affinity (normalized) is 0.0847. (4) The peptide sequence is FTMTHRRPTI. The MHC is HLA-A02:06 with pseudo-sequence YYAMYGEKVAHTHVDTLYVRYHYYTWAVLAYTWY. The binding affinity (normalized) is 0.402. (5) The peptide sequence is VAGGTSSVY. The MHC is HLA-A03:01 with pseudo-sequence HLA-A03:01. The binding affinity (normalized) is 0.0847. (6) The peptide sequence is SGLPGIFIV. The MHC is HLA-A02:19 with pseudo-sequence HLA-A02:19. The binding affinity (normalized) is 0.0847.